From a dataset of Peptide-MHC class I binding affinity with 185,985 pairs from IEDB/IMGT. Regression. Given a peptide amino acid sequence and an MHC pseudo amino acid sequence, predict their binding affinity value. This is MHC class I binding data. The peptide sequence is HLTRVGPYL. The MHC is HLA-A03:01 with pseudo-sequence HLA-A03:01. The binding affinity (normalized) is 0.0847.